Dataset: Full USPTO retrosynthesis dataset with 1.9M reactions from patents (1976-2016). Task: Predict the reactants needed to synthesize the given product. (1) Given the product [CH:35]([O:34][C:32]1[CH:31]=[C:28]([CH:27]=[C:26]([O:25][CH:22]([CH3:24])[CH3:23])[CH:33]=1)[CH2:29][N:1]1[CH2:6][CH2:5][CH:4]([NH:7][C:8]2[O:9][C:10]3[CH:16]=[CH:15][C:14]([O:17][CH2:18][C:19]([NH2:21])=[O:20])=[CH:13][C:11]=3[N:12]=2)[CH2:3][CH2:2]1)([CH3:36])[CH3:37], predict the reactants needed to synthesize it. The reactants are: [NH:1]1[CH2:6][CH2:5][CH:4]([NH:7][C:8]2[O:9][C:10]3[CH:16]=[CH:15][C:14]([O:17][CH2:18][C:19]([NH2:21])=[O:20])=[CH:13][C:11]=3[N:12]=2)[CH2:3][CH2:2]1.[CH:22]([O:25][C:26]1[CH:27]=[C:28]([CH:31]=[C:32]([O:34][CH:35]([CH3:37])[CH3:36])[CH:33]=1)[CH:29]=O)([CH3:24])[CH3:23].OC1C=C(C=C(O)C=1)C=O.IC(C)C.C([O-])([O-])=O.[K+].[K+].C([BH3-])#N.[Na+].C(N(C(C)C)C(C)C)C. (2) Given the product [ClH:39].[F:29][C:26]([F:27])([F:28])[C:21]1[CH:22]=[CH:23][CH:24]=[CH:25][C:20]=1[CH:19]([O:18][CH:16]1[CH2:17][NH:14][CH2:15]1)[C:30]1[CH:35]=[CH:34][C:33]([Br:36])=[CH:32][C:31]=1[F:37], predict the reactants needed to synthesize it. The reactants are: C([N:14]1[CH2:17][CH:16]([O:18][CH:19]([C:30]2[CH:35]=[CH:34][C:33]([Br:36])=[CH:32][C:31]=2[F:37])[C:20]2[CH:25]=[CH:24][CH:23]=[CH:22][C:21]=2[C:26]([F:29])([F:28])[F:27])[CH2:15]1)(C1C=CC=CC=1)C1C=CC=CC=1.Cl.[Cl:39]C1C=CC=CC=1C(OC1CNC1)C1C=CC(Cl)=CC=1. (3) The reactants are: [CH3:1][N:2]1[C:6]2=[CH:7][N:8]=[C:9]([Sn](CCCC)(CCCC)CCCC)[CH:10]=[C:5]2[C:4]([CH3:24])=[N:3]1.Br[C:26]1[S:27][C:28]2[C:34]([C:35]3[CH:40]=[CH:39][C:38]([Cl:41])=[CH:37][CH:36]=3)=[C:33]([C@H:42]([O:48][C:49]([CH3:52])([CH3:51])[CH3:50])[C:43]([O:45][CH2:46][CH3:47])=[O:44])[C:32]([CH3:53])=[CH:31][C:29]=2[N:30]=1.[Cl-].[Li+].C([SnH](CCCC)CCCC)CCC. Given the product [C:49]([O:48][C@@H:42]([C:33]1[C:32]([CH3:53])=[CH:31][C:29]2[N:30]=[C:26]([C:9]3[CH:10]=[C:5]4[C:4]([CH3:24])=[N:3][N:2]([CH3:1])[C:6]4=[CH:7][N:8]=3)[S:27][C:28]=2[C:34]=1[C:35]1[CH:36]=[CH:37][C:38]([Cl:41])=[CH:39][CH:40]=1)[C:43]([O:45][CH2:46][CH3:47])=[O:44])([CH3:50])([CH3:51])[CH3:52], predict the reactants needed to synthesize it.